From a dataset of Forward reaction prediction with 1.9M reactions from USPTO patents (1976-2016). Predict the product of the given reaction. (1) Given the reactants CO[C:3](=[O:17])[C:4]([C:6]1[CH:7]=[C:8]([CH3:16])[CH:9]=[C:10]2[C:14]=1[N:13]([CH3:15])[CH:12]=[CH:11]2)=O.[F:18][C:19]([F:34])([F:33])[C:20]1[CH:28]=[C:27]2[C:23]([C:24]([CH2:29][C:30]([NH2:32])=[O:31])=[CH:25][NH:26]2)=[CH:22][CH:21]=1.CC(C)([O-])C.[K+].C1COCC1, predict the reaction product. The product is: [CH3:15][N:13]1[C:14]2[C:10](=[CH:9][C:8]([CH3:16])=[CH:7][C:6]=2[C:4]2[C:3](=[O:17])[NH:32][C:30](=[O:31])[C:29]=2[C:24]2[C:23]3[C:27](=[CH:28][C:20]([C:19]([F:18])([F:33])[F:34])=[CH:21][CH:22]=3)[NH:26][CH:25]=2)[CH:11]=[CH:12]1. (2) Given the reactants [CH3:1][CH:2]([CH2:5][C:6]1[CH:11]=[CH:10][CH:9]=[CH:8][CH:7]=1)[CH2:3][OH:4].[H-].[Na+].Cl[S:15]([N:18]=C=O)(=[O:17])=[O:16].C(O)=O, predict the reaction product. The product is: [S:15](=[O:17])(=[O:16])([O:4][CH2:3][CH:2]([CH3:1])[CH2:5][C:6]1[CH:11]=[CH:10][CH:9]=[CH:8][CH:7]=1)[NH2:18].